Predict the reactants needed to synthesize the given product. From a dataset of Full USPTO retrosynthesis dataset with 1.9M reactions from patents (1976-2016). (1) The reactants are: [CH3:1][O:2][C:3]1[CH:20]=[C:19]([O:21]C)[CH:18]=[C:17]2[C:4]=1[C@H:5]1[C@H:14]([CH2:15][S:16]2(=[O:24])=[O:23])[C@:13]2([CH3:25])[C@H:8]([C:9]([CH3:27])([CH3:26])[CH2:10][CH2:11][CH2:12]2)[CH2:7][CH2:6]1.B(Br)(Br)Br.Cl[CH2:33]Cl. Given the product [OH:21][C:19]1[CH:18]=[C:17]2[C:4]([C@@:5]3([CH3:33])[C@H:14]([CH2:15][S:16]2(=[O:24])=[O:23])[C@:13]2([CH3:25])[C@H:8]([C:9]([CH3:27])([CH3:26])[CH2:10][CH2:11][CH2:12]2)[CH2:7][CH2:6]3)=[C:3]([O:2][CH3:1])[CH:20]=1, predict the reactants needed to synthesize it. (2) Given the product [C:1]([O:5][C:6]([N:8]1[CH2:9][C@@H:10]([CH2:19][N:20]([CH:37]([CH3:38])[CH3:39])[C:21](=[O:36])[C:22]2[CH:27]=[CH:26][C:25]([O:28][CH3:29])=[C:24]([O:30][CH2:31][CH2:32][CH2:33][O:34][CH3:35])[CH:23]=2)[C@H:11]([CH2:13][N:40]=[N+:41]=[N-:42])[CH2:12]1)=[O:7])([CH3:2])([CH3:3])[CH3:4], predict the reactants needed to synthesize it. The reactants are: [C:1]([O:5][C:6]([N:8]1[CH2:12][C@@H:11]([CH2:13]OS(C)(=O)=O)[C@H:10]([CH2:19][N:20]([CH:37]([CH3:39])[CH3:38])[C:21](=[O:36])[C:22]2[CH:27]=[CH:26][C:25]([O:28][CH3:29])=[C:24]([O:30][CH2:31][CH2:32][CH2:33][O:34][CH3:35])[CH:23]=2)[CH2:9]1)=[O:7])([CH3:4])([CH3:3])[CH3:2].[N-:40]=[N+:41]=[N-:42].[Na+].C([O-])(O)=O.[Na+].